From a dataset of Full USPTO retrosynthesis dataset with 1.9M reactions from patents (1976-2016). Predict the reactants needed to synthesize the given product. (1) Given the product [NH2:19][C:17]1[CH:16]=[CH:15][C:3]([O:4][C:5]2[CH:13]=[CH:12][CH:11]=[C:10]3[C:6]=2[CH2:7][NH:8][C:9]3=[O:14])=[C:2]([Cl:1])[CH:18]=1, predict the reactants needed to synthesize it. The reactants are: [Cl:1][C:2]1[CH:18]=[C:17]([N+:19]([O-])=O)[CH:16]=[CH:15][C:3]=1[O:4][C:5]1[CH:13]=[CH:12][CH:11]=[C:10]2[C:6]=1[CH2:7][NH:8][C:9]2=[O:14].O1CCCC1.CO. (2) Given the product [Br:1][C:2]1[CH:3]=[C:4]([CH:8]2[O:12][CH2:11][CH2:10][O:9]2)[S:5][C:6]=1[CH3:7], predict the reactants needed to synthesize it. The reactants are: [Br:1][C:2]1[CH:3]=[C:4]([CH:8]=[O:9])[S:5][C:6]=1[CH3:7].[CH2:10](O)[CH2:11][OH:12].O.C1(C)C=CC(S(O)(=O)=O)=CC=1.C1(C)C=CC=CC=1. (3) The reactants are: C(O[C:6]([NH:8][C@H:9]([C:14]([OH:16])=O)[CH2:10][CH:11]([CH3:13])[CH3:12])=O)(C)(C)C.[F:17][C:18]1[CH:23]=[CH:22][C:21]([S:24]([N:27]2[CH2:31][C@@H:30]3[C@@H:32]([NH2:35])[CH2:33][CH2:34][C@@H:29]3[CH2:28]2)(=[O:26])=[O:25])=[CH:20][CH:19]=1.[CH2:36](N1C[C@@H]2[C@@H](N)CC[C@@H]2C1)[C:37]1[CH:42]=CC=C[CH:38]=1. Given the product [F:17][C:18]1[CH:19]=[CH:20][C:21]([S:24]([N:27]2[CH2:31][C@@H:30]3[C@@H:32]([NH:35][C:14](=[O:16])[C@H:9]([CH2:10][CH:11]([CH3:12])[CH3:13])[NH:8][CH2:6][C:37]([CH3:42])([CH3:38])[CH3:36])[CH2:33][CH2:34][C@@H:29]3[CH2:28]2)(=[O:25])=[O:26])=[CH:22][CH:23]=1, predict the reactants needed to synthesize it. (4) Given the product [CH3:18][O:17][C:3]1[CH:4]=[C:5]([CH:15]=[CH:16][C:2]=1[O:1][CH2:27][C:28]1[CH:33]=[N:32][C:31]([O:34][CH3:35])=[CH:30][CH:29]=1)[CH2:6][NH:7][C:8](=[O:14])[O:9][C:10]([CH3:13])([CH3:12])[CH3:11], predict the reactants needed to synthesize it. The reactants are: [OH:1][C:2]1[CH:16]=[CH:15][C:5]([CH2:6][NH:7][C:8](=[O:14])[O:9][C:10]([CH3:13])([CH3:12])[CH3:11])=[CH:4][C:3]=1[O:17][CH3:18].C(=O)([O-])[O-].[K+].[K+].Cl.Cl[CH2:27][C:28]1[CH:29]=[CH:30][C:31]([O:34][CH3:35])=[N:32][CH:33]=1. (5) Given the product [Cl:34][C:31]1[CH:32]=[CH:33][C:28]([C:20]([C:22]2[N:26]([CH3:27])[CH:25]=[N:24][CH:23]=2)([C:7]2[CH:8]=[C:9]3[C:4](=[CH:5][CH:6]=2)[N:3]2[N:35]=[N:36][N:37]=[C:2]2[CH:11]=[C:10]3[CH2:12][CH2:13][C:14]2[CH:15]=[CH:16][CH:17]=[CH:18][CH:19]=2)[OH:21])=[CH:29][CH:30]=1, predict the reactants needed to synthesize it. The reactants are: Cl[C:2]1[CH:11]=[C:10]([CH2:12][CH2:13][C:14]2[CH:19]=[CH:18][CH:17]=[CH:16][CH:15]=2)[C:9]2[C:4](=[CH:5][CH:6]=[C:7]([C:20]([C:28]3[CH:33]=[CH:32][C:31]([Cl:34])=[CH:30][CH:29]=3)([C:22]3[N:26]([CH3:27])[CH:25]=[N:24][CH:23]=3)[OH:21])[CH:8]=2)[N:3]=1.[N-:35]=[N+:36]=[N-:37].[Na+]. (6) The reactants are: [Cl:1][C:2]1[CH:3]=[C:4]2[C:9](=[CH:10][CH:11]=1)[C:8]1([CH2:16][CH2:15][CH2:14][CH2:13][CH2:12]1)[C:7](=[O:17])[C:6]([C:18]([NH:20][CH2:21][C:22]([O:24]C(C)(C)C)=[O:23])=[O:19])=[C:5]2[OH:29]. Given the product [Cl:1][C:2]1[CH:3]=[C:4]2[C:9](=[CH:10][CH:11]=1)[C:8]1([CH2:16][CH2:15][CH2:14][CH2:13][CH2:12]1)[C:7](=[O:17])[C:6]([C:18]([NH:20][CH2:21][C:22]([OH:24])=[O:23])=[O:19])=[C:5]2[OH:29], predict the reactants needed to synthesize it. (7) Given the product [NH:22]1[CH2:21][CH2:14][CH:15]([C:16]([OH:17])=[O:36])[CH2:26][CH2:23]1, predict the reactants needed to synthesize it. The reactants are: C([BH3-])#N.[Na+].C1(N2[C:15]([CH:16]3CCC[O:17]3)=[C:14]([C:21]3ON=[C:23]([C:26]4C=CC(C=O)=CC=4)[N:22]=3)C=N2)CCCCC1.C(O)(=[O:36])C. (8) Given the product [Cl:27][C:19]1[CH:18]=[C:17]([CH:10]([CH2:11][CH:12]2[CH2:16][CH2:15][CH2:14][CH2:13]2)[C:9]([NH:8][C:5]2[CH:4]=[N:3][C:2]([C:29]#[N:30])=[CH:7][N:6]=2)=[O:28])[CH:22]=[CH:21][C:20]=1[S:23]([CH3:26])(=[O:25])=[O:24], predict the reactants needed to synthesize it. The reactants are: Br[C:2]1[N:3]=[CH:4][C:5]([NH:8][C:9](=[O:28])[CH:10]([C:17]2[CH:22]=[CH:21][C:20]([S:23]([CH3:26])(=[O:25])=[O:24])=[C:19]([Cl:27])[CH:18]=2)[CH2:11][CH:12]2[CH2:16][CH2:15][CH2:14][CH2:13]2)=[N:6][CH:7]=1.[C-:29]#[N:30].[K+].C1OCCOCCOCCOCCOCCOC1. (9) Given the product [N+:1]([C:4]1[CH:15]=[CH:14][C:7]2[CH2:8][CH2:9][CH2:10][NH:11][CH2:12][C:6]=2[CH:5]=1)([O-:3])=[O:2], predict the reactants needed to synthesize it. The reactants are: [N+:1]([C:4]1[CH:15]=[CH:14][C:7]2[CH2:8][CH2:9][CH2:10][NH:11][C:12](=O)[C:6]=2[CH:5]=1)([O-:3])=[O:2].B.Cl. (10) Given the product [ClH:54].[ClH:54].[CH3:1][C:2]1[N:6]2[C:7]3[C:12]([CH:13]=[CH:14][C:5]2=[C:4]([C:18]([O:20][CH2:21][CH3:22])=[O:19])[N:3]=1)=[C:11]([CH2:15][CH2:16][N:37]1[CH2:38][CH2:39][CH:34]([C:30]2[CH:29]=[CH:28][CH:27]=[C:26]4[C:31]=2[CH:32]=[CH:33][C:24]([CH3:23])=[N:25]4)[CH2:35][CH2:36]1)[CH:10]=[CH:9][CH:8]=3, predict the reactants needed to synthesize it. The reactants are: [CH3:1][C:2]1[N:6]2[C:7]3[C:12]([CH:13]=[CH:14][C:5]2=[C:4]([C:18]([O:20][CH2:21][CH3:22])=[O:19])[N:3]=1)=[C:11]([CH2:15][CH:16]=O)[CH:10]=[CH:9][CH:8]=3.[CH3:23][C:24]1[CH:33]=[CH:32][C:31]2[C:26](=[CH:27][CH:28]=[CH:29][C:30]=2[CH:34]2[CH2:39][CH2:38][NH:37][CH2:36][CH2:35]2)[N:25]=1.C(O[BH-](OC(=O)C)OC(=O)C)(=O)C.[Na+].[Cl:54]CCCl.